From a dataset of Full USPTO retrosynthesis dataset with 1.9M reactions from patents (1976-2016). Predict the reactants needed to synthesize the given product. (1) Given the product [F:1][C:2]1[CH:7]=[CH:6][C:5]([C:8]([F:11])([F:10])[F:9])=[CH:4][C:3]=1[NH:12][C:13](=[O:14])[NH:31][C:28]1[CH:27]=[CH:26][C:25]([C:18]2[C:19]3[C:24](=[CH:23][CH:22]=[CH:21][CH:20]=3)[N:16]([CH3:15])[C:17]=2[C:32]([NH2:34])=[O:33])=[CH:30][CH:29]=1, predict the reactants needed to synthesize it. The reactants are: [F:1][C:2]1[CH:7]=[CH:6][C:5]([C:8]([F:11])([F:10])[F:9])=[CH:4][C:3]=1[N:12]=[C:13]=[O:14].[CH3:15][N:16]1[C:24]2[C:19](=[CH:20][CH:21]=[CH:22][CH:23]=2)[C:18]([C:25]2[CH:30]=[CH:29][C:28]([NH2:31])=[CH:27][CH:26]=2)=[C:17]1[C:32]([NH2:34])=[O:33].CO. (2) The reactants are: [CH3:1][O:2][C:3]([C:5]1[S:9][CH:8]=[N:7][C:6]=1[NH:10][NH2:11])=[O:4].C(N(CC)CC)C.C[O:20][C:21](=O)[N:22]=[C:23](SC)[C:24]([C:38]1[CH:39]=[C:40]([CH2:48][CH3:49])[C:41]2[O:46][CH2:45][O:44][CH2:43][C:42]=2[CH:47]=1)=[N:25][C:26]1[CH:31]=[CH:30][C:29]([C:32]2[N:36]=[C:35]([CH3:37])[O:34][N:33]=2)=[CH:28][CH:27]=1. Given the product [CH3:1][O:2][C:3]([C:5]1[S:9][CH:8]=[N:7][C:6]=1[N:10]1[C:21](=[O:20])[NH:22][C:23]([CH:24]([C:38]2[CH:39]=[C:40]([CH2:48][CH3:49])[C:41]3[O:46][CH2:45][O:44][CH2:43][C:42]=3[CH:47]=2)[NH:25][C:26]2[CH:27]=[CH:28][C:29]([C:32]3[N:36]=[C:35]([CH3:37])[O:34][N:33]=3)=[CH:30][CH:31]=2)=[N:11]1)=[O:4], predict the reactants needed to synthesize it. (3) Given the product [NH2:3][C:4]1[N:5]=[C:6]([NH:21][CH:22]2[CH2:27][CH2:26][N:25]([S:29]([CH3:28])(=[O:31])=[O:30])[CH2:24][CH2:23]2)[S:7][C:8]=1[C:9]([C:11]1[C:16]([O:17][CH3:18])=[CH:15][CH:14]=[C:13]([F:19])[C:12]=1[F:20])=[O:10], predict the reactants needed to synthesize it. The reactants are: C=O.[NH2:3][C:4]1[N:5]=[C:6]([NH:21][CH:22]2[CH2:27][CH2:26][NH:25][CH2:24][CH2:23]2)[S:7][C:8]=1[C:9]([C:11]1[C:16]([O:17][CH3:18])=[CH:15][CH:14]=[C:13]([F:19])[C:12]=1[F:20])=[O:10].[CH3:28][S:29](Cl)(=[O:31])=[O:30].C(N(C(C)C)CC)(C)C. (4) Given the product [CH3:27][C:28]1[C:29]([C:33]([OH:35])=[O:34])=[CH:30][N:31]([C:7]([C:20]2[CH:25]=[CH:24][CH:23]=[CH:22][CH:21]=2)([C:14]2[CH:19]=[CH:18][CH:17]=[CH:16][CH:15]=2)[C:8]2[CH:13]=[CH:12][CH:11]=[CH:10][CH:9]=2)[N:32]=1, predict the reactants needed to synthesize it. The reactants are: C(=O)([O-])[O-].[K+].[K+].[C:7](Cl)([C:20]1[CH:25]=[CH:24][CH:23]=[CH:22][CH:21]=1)([C:14]1[CH:19]=[CH:18][CH:17]=[CH:16][CH:15]=1)[C:8]1[CH:13]=[CH:12][CH:11]=[CH:10][CH:9]=1.[CH3:27][C:28]1[NH:32][N:31]=[CH:30][C:29]=1[C:33]([O:35]C)=[O:34].CCOC(C)=O. (5) Given the product [O:1]1[C:5]2[CH:6]=[CH:7][C:8]([C:10]3[N:38]([C:32]4[CH:33]=[C:34]([Cl:37])[CH:35]=[CH:36][C:31]=4[Cl:30])[N:39]=[C:12]([CH2:13][C:14]4([C:22]5[CH:27]=[CH:26][CH:25]=[C:24]([Cl:28])[CH:23]=5)[O:18][C:17]([CH3:20])([CH3:19])[O:16][C:15]4=[O:21])[CH:11]=3)=[CH:9][C:4]=2[O:3][CH2:2]1, predict the reactants needed to synthesize it. The reactants are: [O:1]1[C:5]2[CH:6]=[CH:7][C:8]([C:10](=O)[C:11]#[C:12][CH2:13][C:14]3([C:22]4[CH:27]=[CH:26][CH:25]=[C:24]([Cl:28])[CH:23]=4)[O:18][C:17]([CH3:20])([CH3:19])[O:16][C:15]3=[O:21])=[CH:9][C:4]=2[O:3][CH2:2]1.[Cl:30][C:31]1[CH:36]=[CH:35][C:34]([Cl:37])=[CH:33][C:32]=1[NH:38][NH2:39].